This data is from Forward reaction prediction with 1.9M reactions from USPTO patents (1976-2016). The task is: Predict the product of the given reaction. (1) Given the reactants [C:1]1([CH:7]2[O:12][CH2:11][CH2:10][NH:9][CH2:8]2)[CH:6]=[CH:5][CH:4]=[CH:3][CH:2]=1.[CH3:13][CH:14]([CH3:19])[CH2:15][C:16](Cl)=[O:17].C(N(CC)CC)C, predict the reaction product. The product is: [CH3:13][CH:14]([CH3:19])[CH2:15][C:16]([N:9]1[CH2:10][CH2:11][O:12][CH:7]([C:1]2[CH:2]=[CH:3][CH:4]=[CH:5][CH:6]=2)[CH2:8]1)=[O:17]. (2) The product is: [F:42][C:43]([F:48])([F:47])[C:44]([OH:46])=[O:45].[CH2:1]([O:3][C:4]([C:6]1[N:7]=[CH:8][N:9]2[C:15]=1[CH2:14][N:13]([C:16](=[O:37])[CH2:17][C@H:18]([NH2:29])[CH2:19][C:20]1[CH:25]=[C:24]([F:26])[C:23]([F:27])=[CH:22][C:21]=1[F:28])[CH2:12][C:11]1[CH:38]=[CH:39][CH:40]=[CH:41][C:10]2=1)=[O:5])[CH3:2]. Given the reactants [CH2:1]([O:3][C:4]([C:6]1[N:7]=[CH:8][N:9]2[C:15]=1[CH2:14][N:13]([C:16](=[O:37])[CH2:17][C@H:18]([NH:29]C(OC(C)(C)C)=O)[CH2:19][C:20]1[CH:25]=[C:24]([F:26])[C:23]([F:27])=[CH:22][C:21]=1[F:28])[CH2:12][C:11]1[CH:38]=[CH:39][CH:40]=[CH:41][C:10]2=1)=[O:5])[CH3:2].[F:42][C:43]([F:48])([F:47])[C:44]([OH:46])=[O:45], predict the reaction product. (3) Given the reactants C[C:2]1[N:7]=[CH:6][C:5]2[N:8]=[N:9][N:10]([C:11]3[CH:16]=[N:15][CH:14]=[CH:13][N:12]=3)[C:4]=2[CH:3]=1.C(O)=O.[CH2:20](N(CC)CC)[CH3:21].[OH-].[Na+], predict the reaction product. The product is: [CH2:20]([CH:6]1[C:5]2[N:8]=[N:9][N:10]([C:11]3[CH:16]=[N:15][CH:14]=[CH:13][N:12]=3)[C:4]=2[CH2:3][CH2:2][NH:7]1)[CH3:21]. (4) The product is: [CH2:1]([C@@:4]1([CH3:32])[CH2:9][C@H:8]([C:10]2[CH:15]=[CH:14][CH:13]=[C:12]([Cl:16])[CH:11]=2)[C@@H:7]([C:17]2[CH:18]=[CH:19][C:20]([Cl:23])=[CH:21][CH:22]=2)[N:6]([C@@H:24]([CH2:29][CH3:30])[CH2:25][CH:26]=[O:27])[C:5]1=[O:31])[CH:2]=[CH2:3]. Given the reactants [CH2:1]([C@@:4]1([CH3:32])[CH2:9][C@H:8]([C:10]2[CH:15]=[CH:14][CH:13]=[C:12]([Cl:16])[CH:11]=2)[C@@H:7]([C:17]2[CH:22]=[CH:21][C:20]([Cl:23])=[CH:19][CH:18]=2)[N:6]([C@@H:24]([CH2:29][CH3:30])/[CH:25]=[CH:26]/[O:27]C)[C:5]1=[O:31])[CH:2]=[CH2:3].Cl, predict the reaction product. (5) Given the reactants [Cl:1][C:2]1[C:3]([F:31])=[C:4]([C@@H:8]2[C@:12]([C:15]3[CH:20]=[CH:19][C:18]([Cl:21])=[CH:17][C:16]=3[F:22])([C:13]#[N:14])[C@H:11]([CH2:23][C:24]([CH3:27])([CH3:26])[CH3:25])[NH:10][C@H:9]2[C:28]([OH:30])=O)[CH:5]=[CH:6][CH:7]=1.[NH2:32][C:33]1[CH:38]=[CH:37][C:36]([CH2:39][C:40]([O:42][CH3:43])=[O:41])=[CH:35][CH:34]=1.CN(C(ON1N=NC2C=CC=NC1=2)=[N+](C)C)C.F[P-](F)(F)(F)(F)F.CCN(C(C)C)C(C)C, predict the reaction product. The product is: [CH3:43][O:42][C:40](=[O:41])[CH2:39][C:36]1[CH:37]=[CH:38][C:33]([NH:32][C:28]([C@H:9]2[C@H:8]([C:4]3[CH:5]=[CH:6][CH:7]=[C:2]([Cl:1])[C:3]=3[F:31])[C@:12]([C:15]3[CH:20]=[CH:19][C:18]([Cl:21])=[CH:17][C:16]=3[F:22])([C:13]#[N:14])[C@H:11]([CH2:23][C:24]([CH3:27])([CH3:25])[CH3:26])[NH:10]2)=[O:30])=[CH:34][CH:35]=1. (6) Given the reactants [NH2:1][C:2]1[C:11]2[CH:10]=[CH:9][CH:8]=[C:7](Br)[C:6]=2[N:5]=[C:4]2[CH2:13][N:14]([CH2:17][C:18]3[CH:23]=[CH:22][C:21]([O:24][CH3:25])=[C:20]([O:26][CH3:27])[CH:19]=3)[C:15](=[O:16])[C:3]=12.[Cl:28][C:29]1[C:34](B(O)O)=[CH:33][CH:32]=[C:31]([CH3:38])[N:30]=1, predict the reaction product. The product is: [NH2:1][C:2]1[C:11]2[CH:10]=[CH:9][CH:8]=[C:7]([C:34]3[C:29]([Cl:28])=[N:30][C:31]([CH3:38])=[CH:32][CH:33]=3)[C:6]=2[N:5]=[C:4]2[CH2:13][N:14]([CH2:17][C:18]3[CH:23]=[CH:22][C:21]([O:24][CH3:25])=[C:20]([O:26][CH3:27])[CH:19]=3)[C:15](=[O:16])[C:3]=12. (7) The product is: [CH3:1][CH:2]([CH2:28][CH2:29][CH3:30])[CH2:3][O:4][C:5]1[CH:10]=[CH:9][C:8]([CH:11]([NH2:20])[CH2:12][N:13]2[CH2:14][CH2:15][N:16]([CH3:19])[CH2:17][CH2:18]2)=[CH:7][CH:6]=1. Given the reactants [CH3:1][CH:2]([CH2:28][CH2:29][CH3:30])[CH2:3][O:4][C:5]1[CH:10]=[CH:9][C:8]([C@@H:11]([NH:20]C(=O)OC(C)(C)C)[CH2:12][N:13]2[CH2:18][CH2:17][N:16]([CH3:19])[CH2:15][CH2:14]2)=[CH:7][CH:6]=1.FC(F)(F)C(O)=O, predict the reaction product. (8) Given the reactants [CH2:1]([OH:4])[CH2:2][OH:3].[Na].Br[C:7]1[N:14]=[C:13]([NH2:15])[CH:12]=[C:11]([NH2:16])[C:8]=1[C:9]#[N:10], predict the reaction product. The product is: [NH2:16][C:11]1[C:8]([C:9]#[N:10])=[C:7]([O:3][CH2:2][CH2:1][OH:4])[N:14]=[C:13]([NH2:15])[CH:12]=1. (9) Given the reactants [NH2:1][NH:2][C:3]([C:5]1[CH:10]=[CH:9][CH:8]=[CH:7][N:6]=1)=[NH:4].[CH2:11]([O:18][C:19]1[CH:26]=[CH:25][C:22]([CH:23]=O)=[C:21]([OH:27])[CH:20]=1)[C:12]1[CH:17]=[CH:16][CH:15]=[CH:14][CH:13]=1, predict the reaction product. The product is: [CH2:11]([O:18][C:19]1[CH:26]=[CH:25][C:22]([C:23]2[NH:1][N:2]=[C:3]([C:5]3[CH:10]=[CH:9][CH:8]=[CH:7][N:6]=3)[N:4]=2)=[C:21]([OH:27])[CH:20]=1)[C:12]1[CH:13]=[CH:14][CH:15]=[CH:16][CH:17]=1. (10) Given the reactants [CH:1]1([CH2:7][N:8]2[C:12]([C:13]3[CH:18]=[C:17]([C:19]([CH3:22])([CH3:21])[CH3:20])[CH:16]=[C:15]([C:23]([CH3:26])([CH3:25])[CH3:24])[CH:14]=3)=[CH:11][C:10]([C:27](O)=[O:28])=[C:9]2[CH3:30])[CH2:6][CH2:5][CH2:4][CH2:3][CH2:2]1.C(Cl)(=O)C(Cl)=O.Cl.[CH3:38][O:39][NH:40][CH3:41].CCN(C(C)C)C(C)C, predict the reaction product. The product is: [CH:1]1([CH2:7][N:8]2[C:12]([C:13]3[CH:18]=[C:17]([C:19]([CH3:22])([CH3:21])[CH3:20])[CH:16]=[C:15]([C:23]([CH3:26])([CH3:24])[CH3:25])[CH:14]=3)=[CH:11][C:10]([C:27]([N:40]([O:39][CH3:38])[CH3:41])=[O:28])=[C:9]2[CH3:30])[CH2:6][CH2:5][CH2:4][CH2:3][CH2:2]1.